Dataset: NCI-60 drug combinations with 297,098 pairs across 59 cell lines. Task: Regression. Given two drug SMILES strings and cell line genomic features, predict the synergy score measuring deviation from expected non-interaction effect. Drug 1: C1=NC(=NC(=O)N1C2C(C(C(O2)CO)O)O)N. Drug 2: CN1C2=C(C=C(C=C2)N(CCCl)CCCl)N=C1CCCC(=O)O.Cl. Cell line: NCI-H522. Synergy scores: CSS=12.6, Synergy_ZIP=-6.30, Synergy_Bliss=3.16, Synergy_Loewe=-9.59, Synergy_HSA=2.12.